This data is from Full USPTO retrosynthesis dataset with 1.9M reactions from patents (1976-2016). The task is: Predict the reactants needed to synthesize the given product. (1) The reactants are: [C:1]([O:5][C:6]([NH:8][C@H:9]([C:14]([OH:16])=O)[CH2:10][CH:11]([CH3:13])[CH3:12])=[O:7])([CH3:4])([CH3:3])[CH3:2].O.ON1C2C=CC=CC=2N=N1.[CH2:28]([N:35]1[CH2:39][C@@H:38]2[C@@H:40]([NH2:43])[CH2:41][CH2:42][C@@H:37]2[CH2:36]1)[C:29]1[CH:34]=[CH:33][CH:32]=[CH:31][CH:30]=1.C(N=C=NCCCN(C)C)C. Given the product [CH2:28]([N:35]1[CH2:39][C@@H:38]2[C@@H:40]([NH:43][C:14](=[O:16])[C@@H:9]([NH:8][C:6](=[O:7])[O:5][C:1]([CH3:2])([CH3:3])[CH3:4])[CH2:10][CH:11]([CH3:12])[CH3:13])[CH2:41][CH2:42][C@@H:37]2[CH2:36]1)[C:29]1[CH:30]=[CH:31][CH:32]=[CH:33][CH:34]=1, predict the reactants needed to synthesize it. (2) Given the product [CH3:8][O:9][C:10]1[C:15]([CH2:16][CH2:17][NH2:18])=[CH:14][CH:13]=[C:12]([C:21]([F:24])([F:23])[F:22])[N:11]=1, predict the reactants needed to synthesize it. The reactants are: [BH4-].[Li+].Cl[Si](C)(C)C.[CH3:8][O:9][C:10]1[C:15]([CH:16]=[CH:17][N+:18]([O-])=O)=[CH:14][CH:13]=[C:12]([C:21]([F:24])([F:23])[F:22])[N:11]=1. (3) Given the product [CH2:26]([O:18][C:17](=[O:19])[C:16]1[CH:20]=[CH:21][C:13]([NH:12][S:9]([C:3]2[CH:4]=[CH:5][CH:6]=[C:7]([Cl:8])[C:2]=2[Cl:1])(=[O:10])=[O:11])=[C:14]([S:22](=[O:24])(=[O:25])[NH2:23])[CH:15]=1)[CH3:27], predict the reactants needed to synthesize it. The reactants are: [Cl:1][C:2]1[C:7]([Cl:8])=[CH:6][CH:5]=[CH:4][C:3]=1[S:9]([NH:12][C:13]1[CH:21]=[CH:20][C:16]([C:17]([OH:19])=[O:18])=[CH:15][C:14]=1[S:22](=[O:25])(=[O:24])[NH2:23])(=[O:11])=[O:10].[CH2:26](O)[CH3:27]. (4) Given the product [CH3:23][O:22][C:18](=[O:21])[CH2:19][S:20][CH:2]1[C:10]2[C:5](=[CH:6][CH:7]=[CH:8][CH:9]=2)[C:4](=[O:11])[N:3]1[CH2:12][C:13]1[S:14][CH:15]=[CH:16][CH:17]=1, predict the reactants needed to synthesize it. The reactants are: O[CH:2]1[C:10]2[C:5](=[CH:6][CH:7]=[CH:8][CH:9]=2)[C:4](=[O:11])[N:3]1[CH2:12][C:13]1[S:14][CH:15]=[CH:16][CH:17]=1.[C:18]([O:22][CH3:23])(=[O:21])[CH2:19][SH:20].C(=O)(O)[O-].[Na+]. (5) Given the product [CH2:7]([N:14]1[CH2:18][CH2:17][CH:16]([NH:19][C:20]2[N:25]=[C:24]([CH3:26])[C:23]([CH2:27][OH:28])=[CH:22][N:21]=2)[CH2:15]1)[C:8]1[CH:13]=[CH:12][CH:11]=[CH:10][CH:9]=1, predict the reactants needed to synthesize it. The reactants are: [H-].[Al+3].[Li+].[H-].[H-].[H-].[CH2:7]([N:14]1[CH2:18][CH2:17][CH:16]([NH:19][C:20]2[N:25]=[C:24]([CH3:26])[C:23]([C:27](OCC3C=CC=CC=3)=[O:28])=[CH:22][N:21]=2)[CH2:15]1)[C:8]1[CH:13]=[CH:12][CH:11]=[CH:10][CH:9]=1.O.[OH-].[Na+]. (6) Given the product [F:1][C:2]1[CH:7]=[CH:6][C:5]([C:10]2[O:9][CH:13]=[CH:12][N:11]=2)=[CH:4][CH:3]=1, predict the reactants needed to synthesize it. The reactants are: [F:1][C:2]1[CH:7]=[CH:6][C:5](I)=[CH:4][CH:3]=1.[O:9]1[CH:13]=[CH:12][N:11]=[CH:10]1. (7) Given the product [CH3:26][O:25][C:24]1[CH:27]=[C:19]([CH2:18][CH2:17][C:15]([CH2:14][C:12]([CH2:11][CH2:10][C:5]2[CH:6]=[CH:7][C:8]([OH:9])=[C:3]([O:2][CH3:1])[CH:4]=2)=[O:13])=[O:16])[CH:20]=[CH:21][C:22]=1[OH:23], predict the reactants needed to synthesize it. The reactants are: [CH3:1][O:2][C:3]1[C:8]([OH:9])=[CH:7][CH:6]=[C:5](/[CH:10]=[CH:11]/[C:12]([CH2:14][C:15](/[CH:17]=[CH:18]/[C:19]2[CH:27]=[C:24]([O:25][CH3:26])[C:22]([OH:23])=[CH:21][CH:20]=2)=[O:16])=[O:13])[CH:4]=1.CO.C(N(CC(O)=O)CC(O)=O)CN(CC(O)=O)CC(O)=O.P([O-])([O-])([O-])=O.